This data is from Reaction yield outcomes from USPTO patents with 853,638 reactions. The task is: Predict the reaction yield, written as a fraction of the theoretical maximum amount of product (1.0 means a 100% yield; for example, 0.34 means a 34% yield). (1) The reactants are CO[C@H]1CC[C@H](C[N:10]2C(=O)CNC3N=CC(C4C(C)=CC(C(N)=O)=NC=4)=[N:20][C:11]2=3)CC1.[CH3:31][O:32][C@H:33]1[CH2:38][CH2:37][C@H:36]([CH2:39][N:40]2[C:45](=[O:46])[CH2:44][NH:43][C:42]3[N:47]=[CH:48][C:49]([C:51]4[C:52]([CH3:59])=[CH:53][C:54]([C:57]#[N:58])=[N:55][CH:56]=4)=[N:50][C:41]2=3)[CH2:35][CH2:34]1.FC(F)(F)C(O)=O.S(=O)(=O)(O)O.C(=O)([O-])[O-].[Na+].[Na+]. No catalyst specified. The product is [CH3:31][O:32][C@H:33]1[CH2:38][CH2:37][C@H:36]([CH2:39][N:40]2[C:41]3=[N:50][C:49]([C:51]4[CH:56]=[N:55][C:54]([C:57]5[N:20]=[CH:11][NH:10][N:58]=5)=[CH:53][C:52]=4[CH3:59])=[CH:48][N:47]=[C:42]3[NH:43][CH2:44][C:45]2=[O:46])[CH2:35][CH2:34]1. The yield is 0.670. (2) The reactants are [F:1][C:2]([F:23])([F:22])[CH2:3][NH:4][CH2:5][C@@H:6]([NH:14][C:15](=[O:21])[O:16][C:17]([CH3:20])([CH3:19])[CH3:18])[CH2:7][CH:8]1[CH2:13][CH2:12][CH2:11][CH2:10][CH2:9]1.CCN(CC)CC.[C:31](Cl)([O:33][CH2:34][C:35]1[CH:40]=[CH:39][CH:38]=[CH:37][CH:36]=1)=[O:32].O. The catalyst is C(Cl)Cl. The product is [C:17]([O:16][C:15]([NH:14][C@@H:6]([CH2:7][CH:8]1[CH2:13][CH2:12][CH2:11][CH2:10][CH2:9]1)[CH2:5][N:4]([CH2:3][C:2]([F:22])([F:23])[F:1])[C:31](=[O:32])[O:33][CH2:34][C:35]1[CH:40]=[CH:39][CH:38]=[CH:37][CH:36]=1)=[O:21])([CH3:20])([CH3:18])[CH3:19]. The yield is 0.100. (3) The reactants are [Cl:1][C:2]1[CH:3]=[C:4]([CH:6]=[CH:7][C:8]=1[O:9][CH3:10])[NH2:5].NC1C=[C:16]([O:18]C)[CH:15]=CC=1C(=O)C. No catalyst specified. The product is [NH2:5][C:4]1[CH:3]=[C:2]([Cl:1])[C:8]([O:9][CH3:10])=[CH:7][C:6]=1[C:16](=[O:18])[CH3:15]. The yield is 0.500. (4) The reactants are C([O:3][C:4](=[O:40])[CH2:5][CH:6]1[S:10][C:9]([C:11]2[NH:12][C:13]3[C:18]([CH:19]=2)=[CH:17][C:16]([O:20][C:21]2[CH:22]=[N:23][C:24]([CH2:27][O:28][CH2:29][CH2:30][O:31][CH3:32])=[CH:25][CH:26]=2)=[CH:15][C:14]=3[O:33][CH:34]2[CH2:39][CH2:38][O:37][CH2:36][CH2:35]2)=[N:8][CH2:7]1)C.[OH-].[Na+]. The catalyst is C(O)C.O1CCCC1. The product is [CH3:32][O:31][CH2:30][CH2:29][O:28][CH2:27][C:24]1[N:23]=[CH:22][C:21]([O:20][C:16]2[CH:17]=[C:18]3[C:13](=[C:14]([O:33][CH:34]4[CH2:39][CH2:38][O:37][CH2:36][CH2:35]4)[CH:15]=2)[NH:12][C:11]([C:9]2[S:10][CH:6]([CH2:5][C:4]([OH:40])=[O:3])[CH2:7][N:8]=2)=[CH:19]3)=[CH:26][CH:25]=1. The yield is 0.870. (5) The reactants are [CH3:1][O:2][C:3]1[C:8]([O:9][CH3:10])=[C:7]([N+:11]([O-])=O)[CH:6]=[CH:5][C:4]=1[N:14]1[CH2:19][CH2:18][N:17]([C:20](=[O:22])[CH3:21])[CH2:16][CH2:15]1. The catalyst is CCOC(C)=O.CCO.[Pt](=O)=O. The product is [NH2:11][C:7]1[CH:6]=[CH:5][C:4]([N:14]2[CH2:15][CH2:16][N:17]([C:20](=[O:22])[CH3:21])[CH2:18][CH2:19]2)=[C:3]([O:2][CH3:1])[C:8]=1[O:9][CH3:10]. The yield is 0.890.